This data is from Forward reaction prediction with 1.9M reactions from USPTO patents (1976-2016). The task is: Predict the product of the given reaction. (1) Given the reactants [OH-].[Na+].[F:3][C:4]1[CH:12]=[CH:11][CH:10]=[C:9]([N:13]2[N:17]=[CH:16][CH:15]=[N:14]2)[C:5]=1[C:6]([OH:8])=O.S(Cl)(Cl)=O.C(=O)([O-])[O-].[Na+].[Na+].[CH3:28][C:29]1[CH:34]=[C:33]([CH3:35])[N:32]=[C:31]([N:36]2[CH2:43][CH:42]3[CH:38]([CH2:39][NH:40][CH2:41]3)[CH2:37]2)[N:30]=1, predict the reaction product. The product is: [CH3:35][C:33]1[CH:34]=[C:29]([CH3:28])[N:30]=[C:31]([N:36]2[CH2:43][CH:42]3[CH2:41][N:40]([C:6]([C:5]4[C:9]([N:13]5[N:17]=[CH:16][CH:15]=[N:14]5)=[CH:10][CH:11]=[CH:12][C:4]=4[F:3])=[O:8])[CH2:39][CH:38]3[CH2:37]2)[N:32]=1. (2) Given the reactants Br[C:2]1[CH:3]=[C:4]([CH2:10][N:11]([CH3:13])[CH3:12])[CH:5]=[CH:6][C:7]=1[O:8][CH3:9].[Cl:14][C:15]1[CH:16]=[C:17]2[C:21](=[CH:22][CH:23]=1)[NH:20][C:19](=[O:24])[C:18]2=[O:25], predict the reaction product. The product is: [Cl:14][C:15]1[CH:16]=[C:17]2[C:21](=[CH:22][CH:23]=1)[NH:20][C:19](=[O:24])[C:18]2([C:2]1[CH:3]=[C:4]([CH2:10][N:11]([CH3:13])[CH3:12])[CH:5]=[CH:6][C:7]=1[O:8][CH3:9])[OH:25].